Dataset: Full USPTO retrosynthesis dataset with 1.9M reactions from patents (1976-2016). Task: Predict the reactants needed to synthesize the given product. (1) Given the product [CH3:9][NH:12][S:13]([C:16]1[CH:17]=[CH:18][CH:19]=[CH:20][C:21]=1[C:16]1[CH:21]=[CH:20][C:29]([I:30])=[CH:18][CH:17]=1)(=[O:14])=[O:15], predict the reactants needed to synthesize it. The reactants are: ONC(=O)C=CC1C=C[C:9]([NH:12][S:13]([C:16]2[CH:21]=[CH:20][CH:19]=[CH:18][CH:17]=2)(=[O:15])=[O:14])=CC=1.C([O-])([O-])=O.[K+].[K+].[CH3:29][I:30]. (2) Given the product [CH3:11][C:9]([C:12]1[CH:13]=[C:14]([S:18]([N:21]2[C:29]3[C:24](=[CH:25][C:26]([C:30]([F:31])([F:32])[F:33])=[CH:27][CH:28]=3)[CH:23]=[C:22]2[CH2:34][C:35]2[CH:36]=[CH:37][C:38]([C:39]([NH:41][NH2:42])=[O:40])=[CH:50][CH:51]=2)(=[O:20])=[O:19])[CH:15]=[CH:16][CH:17]=1)([CH3:8])[CH3:10], predict the reactants needed to synthesize it. The reactants are: FC(F)(F)C(O)=O.[CH3:8][C:9]([C:12]1[CH:13]=[C:14]([S:18]([N:21]2[C:29]3[C:24](=[CH:25][C:26]([C:30]([F:33])([F:32])[F:31])=[CH:27][CH:28]=3)[CH:23]=[C:22]2[CH2:34][C:35]2[CH:51]=[CH:50][C:38]([C:39]([N:41](C(OC(C)(C)C)=O)[NH2:42])=[O:40])=[CH:37][CH:36]=2)(=[O:20])=[O:19])[CH:15]=[CH:16][CH:17]=1)([CH3:11])[CH3:10]. (3) Given the product [C:8]1([CH2:14][CH2:15][C:16]([NH:2][C:3]2[N:7]=[CH:6][NH:5][N:4]=2)=[O:17])[CH:13]=[CH:12][CH:11]=[CH:10][CH:9]=1, predict the reactants needed to synthesize it. The reactants are: Cl.[NH2:2][C:3]1[N:7]=[CH:6][NH:5][N:4]=1.[C:8]1([CH2:14][CH2:15][C:16](O)=[O:17])[CH:13]=[CH:12][CH:11]=[CH:10][CH:9]=1.ON1C2C=CC=CC=2N=N1.CN(C)CCCN=C=NCC.C(N(CC)CC)C. (4) Given the product [CH2:29]([C:2]1[C:3]([S:20]([NH:23][C:24]2[S:28][N:27]=[CH:26][N:25]=2)(=[O:22])=[O:21])=[CH:4][C:5]2[O:9][C:8](=[O:10])[N:7]([C@@H:11]([C:13]3[CH:14]=[CH:15][CH:16]=[CH:17][CH:18]=3)[CH3:12])[C:6]=2[CH:19]=1)[CH3:30], predict the reactants needed to synthesize it. The reactants are: Br[C:2]1[C:3]([S:20]([NH:23][C:24]2[S:28][N:27]=[CH:26][N:25]=2)(=[O:22])=[O:21])=[CH:4][C:5]2[O:9][C:8](=[O:10])[N:7]([C@@H:11]([C:13]3[CH:18]=[CH:17][CH:16]=[CH:15][CH:14]=3)[CH3:12])[C:6]=2[CH:19]=1.[CH2:29]([Zn]CC)[CH3:30]. (5) Given the product [C:11]([NH:10][CH2:9][CH2:8][C:7]1[CH:14]=[CH:15][CH:16]=[CH:17][C:6]=1[O:5][C:4]1[CH:18]=[CH:19][CH:20]=[CH:21][C:3]=1/[CH:1]=[CH:25]/[C:24]([O:23][CH3:22])=[O:45])(=[O:13])[CH3:12], predict the reactants needed to synthesize it. The reactants are: [CH:1]([C:3]1[CH:21]=[CH:20][CH:19]=[CH:18][C:4]=1[O:5][C:6]1[CH:17]=[CH:16][CH:15]=[CH:14][C:7]=1[CH2:8][CH2:9][NH:10][C:11](=[O:13])[CH3:12])=O.[CH3:22][O:23][C:24](=[O:45])[CH:25]=P(C1C=CC=CC=1)(C1C=CC=CC=1)C1C=CC=CC=1. (6) The reactants are: [Cl:1][C:2]1[CH:3]=[C:4]2[C:9](=[CH:10][C:11]=1[OH:12])[O:8][CH:7]=[C:6]([C:13]1[CH:18]=[CH:17][C:16]([OH:19])=[CH:15][CH:14]=1)[C:5]2=[O:20].[C:21](OC(=O)C)(=[O:23])[CH3:22].[CH3:28][C:29](CC(O)=O)=[O:30]. Given the product [Cl:1][C:2]1[CH:3]=[C:4]2[C:9](=[CH:10][C:11]=1[O:12][C:21](=[O:23])[CH3:22])[O:8][CH:7]=[C:6]([C:13]1[CH:18]=[CH:17][C:16]([O:19][C:29](=[O:30])[CH3:28])=[CH:15][CH:14]=1)[C:5]2=[O:20], predict the reactants needed to synthesize it.